This data is from Reaction yield outcomes from USPTO patents with 853,638 reactions. The task is: Predict the reaction yield, written as a fraction of the theoretical maximum amount of product (1.0 means a 100% yield; for example, 0.34 means a 34% yield). (1) The reactants are [OH:1][CH:2]([C:34]1[CH:39]=[CH:38][CH:37]=[CH:36][N:35]=1)[C:3]1[CH:4]=[C:5]([C:9]2[CH:10]=[C:11]3[C:17]([C:18]4[CH:23]=[CH:22][CH:21]=[CH:20][C:19]=4[O:24][CH3:25])=[N:16][N:15](COC(=O)C(C)(C)C)[C:12]3=[N:13][CH:14]=2)[CH:6]=[CH:7][CH:8]=1.[OH-].[Na+].Cl.C(=O)(O)[O-].[Na+]. The product is [CH3:25][O:24][C:19]1[CH:20]=[CH:21][CH:22]=[CH:23][C:18]=1[C:17]1[C:11]2[C:12](=[N:13][CH:14]=[C:9]([C:5]3[CH:4]=[C:3]([CH:2]([C:34]4[CH:39]=[CH:38][CH:37]=[CH:36][N:35]=4)[OH:1])[CH:8]=[CH:7][CH:6]=3)[CH:10]=2)[NH:15][N:16]=1. The yield is 0.430. The catalyst is C(O)C.C(Cl)(Cl)Cl. (2) The reactants are Br[C:2]1[CH:10]=[CH:9][C:5]2[S:6][CH2:7][CH2:8][C:4]=2[CH:3]=1.[B:11]1([B:11]2[O:15][C:14]([CH3:17])([CH3:16])[C:13]([CH3:19])([CH3:18])[O:12]2)[O:15][C:14]([CH3:17])([CH3:16])[C:13]([CH3:19])([CH3:18])[O:12]1.CC(O[K])=O. The catalyst is CN(C=O)C.C1C=CC(P(C2C=CC=CC=2)[C-]2C=CC=C2)=CC=1.C1C=CC(P(C2C=CC=CC=2)[C-]2C=CC=C2)=CC=1.Cl[Pd]Cl.[Fe+2]. The product is [S:6]1[CH2:7][CH2:8][C:4]2[CH:3]=[C:2]([B:11]3[O:15][C:14]([CH3:17])([CH3:16])[C:13]([CH3:19])([CH3:18])[O:12]3)[CH:10]=[CH:9][C:5]1=2. The yield is 0.550. (3) The yield is 0.920. The product is [C:22]([C:24]1[CH:25]=[C:26]([CH:30]=[CH:31][CH:32]=1)[C:27]([NH:2][CH2:3][C:4]1[CH:12]=[CH:11][CH:10]=[C:9]2[C:5]=1[CH2:6][N:7]([CH:14]1[CH2:19][CH2:18][C:17](=[O:20])[NH:16][C:15]1=[O:21])[C:8]2=[O:13])=[O:28])#[N:23]. The catalyst is C1COCC1. The reactants are Cl.[NH2:2][CH2:3][C:4]1[CH:12]=[CH:11][CH:10]=[C:9]2[C:5]=1[CH2:6][N:7]([CH:14]1[CH2:19][CH2:18][C:17](=[O:20])[NH:16][C:15]1=[O:21])[C:8]2=[O:13].[C:22]([C:24]1[CH:25]=[C:26]([CH:30]=[CH:31][CH:32]=1)[C:27](Cl)=[O:28])#[N:23].C(N(CC)CC)C. (4) The reactants are C(N(C(C)C)C(C)C)C.[Br:10][C:11]1[CH:12]=[N:13][CH:14]=[CH:15][C:16]=1[CH2:17][O:18][C:19]1[CH:20]=[N:21][C:22]([N:25]2[CH2:30][CH2:29][N:28](/[C:31](=[N:33]/[OH:34])/[NH2:32])[CH2:27][C@H:26]2[CH3:35])=[N:23][CH:24]=1.O.ON1C2C=CC=CC=2N=N1.[CH3:47][O:48][C@@H:49]([CH3:53])[C:50](O)=O.Cl.CN(C)CCCN=C=NCC. The catalyst is CN(C=O)C.C(Cl)Cl. The product is [Br:10][C:11]1[CH:12]=[N:13][CH:14]=[CH:15][C:16]=1[CH2:17][O:18][C:19]1[CH:20]=[N:21][C:22]([N:25]2[CH2:30][CH2:29][N:28]([C:31]3[N:32]=[C:50]([C@@H:49]([O:48][CH3:47])[CH3:53])[O:34][N:33]=3)[CH2:27][C@H:26]2[CH3:35])=[N:23][CH:24]=1. The yield is 0.500. (5) The reactants are [C:1]([C@@H:7]1[CH2:11][CH2:10][N:9](C(OC(C)(C)C)=O)[CH2:8]1)(=[O:6])[CH2:2][CH2:3][CH:4]=[CH2:5].C(Cl)Cl.FC(F)(F)C(O)=O.C(N(CC)CC)C.[N+:36]([C:39]1[CH:44]=[CH:43][CH:42]=[CH:41][C:40]=1[S:45](Cl)(=[O:47])=[O:46])([O-:38])=[O:37]. The catalyst is C(=O)(O)[O-].[Na+]. The product is [N+:36]([C:39]1[CH:44]=[CH:43][CH:42]=[CH:41][C:40]=1[S:45]([N:9]1[CH2:10][CH2:11][C@@H:7]([C:1](=[O:6])[CH2:2][CH2:3][CH:4]=[CH2:5])[CH2:8]1)(=[O:47])=[O:46])([O-:38])=[O:37]. The yield is 0.800. (6) The reactants are C([O:8][C:9](=[O:26])[CH2:10][N:11]1[CH2:16][CH2:15][CH2:14][C@@H:13]([NH:17][C:18]([O:20][C:21]([CH3:24])([CH3:23])[CH3:22])=[O:19])[C:12]1=[O:25])C1C=CC=CC=1.[H][H]. The catalyst is [Pd].C(O)C. The product is [C:21]([O:20][C:18]([NH:17][C@@H:13]1[CH2:14][CH2:15][CH2:16][N:11]([CH2:10][C:9]([OH:26])=[O:8])[C:12]1=[O:25])=[O:19])([CH3:24])([CH3:22])[CH3:23]. The yield is 0.950. (7) The reactants are [O:1]([C:8]1[CH:13]=[CH:12][C:11]([OH:14])=[CH:10][CH:9]=1)[C:2]1[CH:7]=[CH:6][CH:5]=[CH:4][CH:3]=1.[C:15](OC(=O)C)(=[O:17])[CH3:16]. The catalyst is N1C=CC=CC=1. The product is [O:1]([C:8]1[CH:9]=[CH:10][C:11]([O:14][C:15](=[O:17])[CH3:16])=[CH:12][CH:13]=1)[C:2]1[CH:7]=[CH:6][CH:5]=[CH:4][CH:3]=1. The yield is 0.970.